This data is from Forward reaction prediction with 1.9M reactions from USPTO patents (1976-2016). The task is: Predict the product of the given reaction. (1) Given the reactants [Cl:1][C:2]1[CH:3]=[C:4]([CH:8]=[CH:9][CH:10]=1)[C:5]([OH:7])=[O:6].[OH-].[Na+].ClC(OC(CC)C)=O.[CH3:21][C:22]([O:25][OH:26])([CH3:24])[CH3:23], predict the reaction product. The product is: [Cl:1][C:2]1[CH:3]=[C:4]([CH:8]=[CH:9][CH:10]=1)[C:5]([O:7][O:26][O:25][C:22]([CH3:24])([CH3:23])[CH3:21])=[O:6]. (2) Given the reactants [N+:1]([C:4]1[CH:9]=[CH:8][C:7]([N:10]2[CH2:15][CH2:14][N:13]([C:16]([O:18][CH2:19][C:20]3[CH:25]=[CH:24][CH:23]=[CH:22][CH:21]=3)=[O:17])[CH2:12][CH2:11]2)=[CH:6][CH:5]=1)([O-])=O.[H][H], predict the reaction product. The product is: [NH2:1][C:4]1[CH:5]=[CH:6][C:7]([N:10]2[CH2:11][CH2:12][N:13]([C:16]([O:18][CH2:19][C:20]3[CH:21]=[CH:22][CH:23]=[CH:24][CH:25]=3)=[O:17])[CH2:14][CH2:15]2)=[CH:8][CH:9]=1. (3) Given the reactants [NH:1]([C:16]([O:18][CH2:19][C:20]1[CH:25]=[CH:24][CH:23]=[CH:22][CH:21]=1)=[O:17])[C@H:2]([C:6]([N:8]1[CH2:15][CH2:14][CH2:13][C@H:9]1[C:10]([OH:12])=[O:11])=[O:7])[CH:3]([CH3:5])[CH3:4].ON1C2C=CC=CC=2N=N1.C(N=C=NC(C)C)(C)C.[NH2:45][C:46]1[CH:47]=[C:48]2[C:53](=[CH:54][CH:55]=1)[N:52]=[CH:51][CH:50]=[CH:49]2, predict the reaction product. The product is: [NH:1]([C:16]([O:18][CH2:19][C:20]1[CH:21]=[CH:22][CH:23]=[CH:24][CH:25]=1)=[O:17])[C@H:2]([C:6]([N:8]1[CH2:15][CH2:14][CH2:13][C@H:9]1[C:10]([OH:12])=[O:11])=[O:7])[CH:3]([CH3:5])[CH3:4].[NH2:45][C:46]1[CH:47]=[C:48]2[C:53](=[CH:54][CH:55]=1)[N:52]=[CH:51][CH:50]=[CH:49]2. (4) Given the reactants [CH3:1][N:2]1[CH2:8][CH2:7][CH:6]([OH:9])[C:5]2[O:10][CH:11]=[CH:12][C:4]=2[CH2:3]1.[Cl:13][C:14]1[C:19]([Cl:20])=[CH:18][CH:17]=[CH:16][C:15]=1F, predict the reaction product. The product is: [Cl:13][C:14]1[C:19]([Cl:20])=[CH:18][CH:17]=[CH:16][C:15]=1[O:9][CH:6]1[CH2:7][CH2:8][N:2]([CH3:1])[CH2:3][C:4]2[CH:12]=[CH:11][O:10][C:5]1=2. (5) Given the reactants [O:1]1[C:5]2[CH:6]=[CH:7][C:8]([C:10]3[CH:11]=[C:12]([C:26](=[O:29])[CH2:27][CH3:28])[CH:13]=[C:14]([O:16]CC4C=CC(OC)=CC=4)[CH:15]=3)=[CH:9][C:4]=2[O:3][CH2:2]1, predict the reaction product. The product is: [O:1]1[C:5]2[CH:6]=[CH:7][C:8]([C:10]3[CH:11]=[C:12]([C:26](=[O:29])[CH2:27][CH3:28])[CH:13]=[C:14]([OH:16])[CH:15]=3)=[CH:9][C:4]=2[O:3][CH2:2]1. (6) Given the reactants C[C:2]([CH3:21])([CH3:20])[C:3]([C:5]1[C:13]2[C:8](=[CH:9][C:10]([O:14][CH3:15])=[CH:11][CH:12]=2)[N:7]([CH2:16][C:17]([OH:19])=O)[N:6]=1)=[O:4].[CH:22]1C=CC2N(O)N=NC=2C=1.[CH2:32]([NH:35][CH2:36][CH:37]1[CH2:39][CH2:38]1)[CH2:33][CH3:34].CCN(C(C)C)C(C)C.[CH2:49](Cl)[CH2:50]Cl, predict the reaction product. The product is: [CH:37]1([CH2:36][N:35]([CH2:32][CH2:33][CH3:34])[C:17](=[O:19])[CH2:16][N:7]2[C:8]3[C:13](=[CH:12][CH:11]=[C:10]([O:14][CH3:15])[CH:9]=3)[C:5]([C:3](=[O:4])[C:2]([CH2:49][CH3:50])([CH2:20][CH3:22])[CH3:21])=[N:6]2)[CH2:39][CH2:38]1. (7) Given the reactants C1C(=O)N([O:8][C:9]([C:11]2[C:16]([C:17]3[C:27]4[CH:28]=[CH:29][C:30]([OH:32])=[CH:31][C:26]=4[O:25][C:24]4[C:18]=3[CH:19]=[CH:20][C:21]([CH:23]=4)=[O:22])=[CH:15][CH:14]=[CH:13][CH:12]=2)=[O:10])C(=O)C1.[NH2:33][CH2:34][CH2:35][S:36]([OH:38])=[O:37].[OH-].[Na+].C1C=CC(C(O)=O)=C(C2C3C=CC(O)=CC=3OC3C=2C=C[C:51](C=3)=[O:52])C=1, predict the reaction product. The product is: [OH:32][C:30]1[CH:31]=[C:26]2[C:27](=[CH:28][CH:29]=1)[C:17]([C:16]1[CH:15]=[CH:14][C:13]([C:51](=[O:52])[NH:33][CH2:34][CH2:35][S:36]([OH:38])=[O:37])=[CH:12][C:11]=1[C:9]([OH:8])=[O:10])=[C:18]1[C:24](=[CH:23][C:21](=[O:22])[CH:20]=[CH:19]1)[O:25]2. (8) Given the reactants C(OC(=O)[N:7]([C@H:19]1[CH2:24][CH2:23][C@@H:22]([N:25]2[C:30](=[O:31])[C:29]3[CH:32]=[C:33]([F:36])[CH:34]=[N:35][C:28]=3[N:27]([C:37]3[CH:38]=[C:39]([C:43]4[CH:48]=[CH:47][C:46]([OH:49])=[CH:45][C:44]=4[CH:50]=O)[CH:40]=[CH:41][CH:42]=3)[C:26]2=[O:52])[CH2:21][CH2:20]1)[CH2:8][C:9]1[N:10]=[C:11]2[CH:16]=[CH:15][C:14]([F:17])=[CH:13][N:12]2[CH:18]=1)(C)(C)C.[NH:54]1[CH2:59][CH2:58][S:57][CH2:56][CH2:55]1.C(O[BH-](OC(=O)C)OC(=O)C)(=O)C.[Na+].FC(F)(F)C(O)=O, predict the reaction product. The product is: [F:36][C:33]1[CH:34]=[N:35][C:28]2[N:27]([C:37]3[CH:38]=[C:39]([C:43]4[CH:48]=[CH:47][C:46]([OH:49])=[CH:45][C:44]=4[CH2:50][N:54]4[CH2:59][CH2:58][S:57][CH2:56][CH2:55]4)[CH:40]=[CH:41][CH:42]=3)[C:26](=[O:52])[N:25]([C@H:22]3[CH2:23][CH2:24][C@@H:19]([NH:7][CH2:8][C:9]4[N:10]=[C:11]5[CH:16]=[CH:15][C:14]([F:17])=[CH:13][N:12]5[CH:18]=4)[CH2:20][CH2:21]3)[C:30](=[O:31])[C:29]=2[CH:32]=1. (9) Given the reactants F[C:2]1[N:10]=[C:9]2[C:5]([N:6]=[CH:7][N:8]2[C:11]2[CH:16]=[CH:15][CH:14]=[CH:13][CH:12]=2)=[C:4](Cl)[N:3]=1.[CH3:18][N:19]1[CH2:24][CH2:23][N:22]([C:25]2[CH:26]=[C:27]([NH2:31])[CH:28]=[CH:29][CH:30]=2)[CH2:21][CH2:20]1.C(N(C(C)C)CC)(C)C.[C@H:41]1([NH2:48])[CH2:46][CH2:45][C@H:44]([NH2:47])[CH2:43][CH2:42]1, predict the reaction product. The product is: [NH2:47][CH:44]1[CH2:45][CH2:46][CH:41]([NH:48][C:2]2[N:10]=[C:9]3[C:5]([N:6]=[CH:7][N:8]3[C:11]3[CH:16]=[CH:15][CH:14]=[CH:13][CH:12]=3)=[C:4]([NH:31][C:27]3[CH:28]=[CH:29][CH:30]=[C:25]([N:22]4[CH2:21][CH2:20][N:19]([CH3:18])[CH2:24][CH2:23]4)[CH:26]=3)[N:3]=2)[CH2:42][CH2:43]1.